From a dataset of Full USPTO retrosynthesis dataset with 1.9M reactions from patents (1976-2016). Predict the reactants needed to synthesize the given product. (1) Given the product [CH3:19][C@H:20]1[CH2:29][CH2:28][C@@H:27]2[C@:22]([CH3:32])([CH2:23][CH2:24][CH2:25][C:26]2([CH3:30])[CH3:31])[C@H:21]1[CH2:33][C:34]([OH:3])=[O:35], predict the reactants needed to synthesize it. The reactants are: CC(C)=[O:3].OS(O)(=O)=O.O=[Cr](=O)=O.OS(O)(=O)=O.[CH3:19][C@H:20]1[CH2:29][CH2:28][C@@H:27]2[C@:22]([CH3:32])([CH2:23][CH2:24][CH2:25][C:26]2([CH3:31])[CH3:30])[C@H:21]1[CH2:33][CH2:34][OH:35]. (2) Given the product [NH2:37][C:36]1[C:27]2[C:28]3[C:29](=[N:53][N:25]([CH2:24][C:19]4[C:18]([CH3:54])=[C:17]([O:16][CH3:15])[C:56]([CH3:57])=[CH:21][N:20]=4)[N:26]=2)[CH2:30][CH:31]([N:60]([CH3:59])[C:1](=[O:4])[CH3:2])[C:32]=3[CH2:33][S:34][N:35]=1, predict the reactants needed to synthesize it. The reactants are: [C:1]([O:4][BH-](OC(=O)C)OC(=O)C)(=O)[CH3:2].[Na+].[CH3:15][O:16][C:17]1C(C)=[CH:21][N:20]=[C:19]([CH2:24][N:25]2[N:53]=[C:29]3[CH2:30][C:31](=O)[C:32]4[CH2:33][S:34][N:35]=[C:36]([N:37](C(OC(C)(C)C)=O)C(OC(C)(C)C)=O)[C:27]([C:28]=43)=[N:26]2)[C:18]=1[CH3:54].Cl[CH:56](Cl)[CH3:57].[CH3:59][NH2:60].[OH-].[Na+]. (3) Given the product [Cl:1][C:2]1[CH:8]=[CH:7][CH:6]=[CH:5][C:3]=1[NH:4][CH2:11][CH2:12][N:13]1[CH2:17][CH2:16][CH2:15][CH2:14]1, predict the reactants needed to synthesize it. The reactants are: [Cl:1][C:2]1[CH:8]=[CH:7][CH:6]=[CH:5][C:3]=1[NH2:4].Cl.Cl[CH2:11][CH2:12][N:13]1[CH2:17][CH2:16][CH2:15][CH2:14]1. (4) Given the product [ClH:1].[NH2:8][CH2:9][CH2:10][CH2:11][N:12]1[CH2:17][CH2:16][CH2:15][CH2:14][C:13]1=[O:18], predict the reactants needed to synthesize it. The reactants are: [ClH:1].C(OC(=O)[NH:8][CH2:9][CH2:10][CH2:11][N:12]1[CH2:17][CH2:16][CH2:15][CH2:14][C:13]1=[O:18])(C)(C)C. (5) Given the product [CH2:1]([N:8]1[CH2:13][CH2:12][C:11]2([S:54][C:17]([C:19]3[NH:20][C:21]4[C:26]([CH:27]=3)=[CH:25][CH:24]=[CH:23][C:22]=4[N:28]([CH3:37])[S:29]([C:32]3[S:33][CH:34]=[CH:35][CH:36]=3)(=[O:31])=[O:30])=[N:16][CH2:15]2)[CH2:10][CH2:9]1)[C:2]1[CH:7]=[CH:6][CH:5]=[CH:4][CH:3]=1, predict the reactants needed to synthesize it. The reactants are: [CH2:1]([N:8]1[CH2:13][CH2:12][C:11]([CH2:15][NH:16][C:17]([C:19]2[NH:20][C:21]3[C:26]([CH:27]=2)=[CH:25][CH:24]=[CH:23][C:22]=3[N:28]([CH3:37])[S:29]([C:32]2[S:33][CH:34]=[CH:35][CH:36]=2)(=[O:31])=[O:30])=O)(O)[CH2:10][CH2:9]1)[C:2]1[CH:7]=[CH:6][CH:5]=[CH:4][CH:3]=1.C1(C)C=CC=CC=1.COC1C=CC(P2(SP(C3C=CC(OC)=CC=3)(=S)S2)=[S:54])=CC=1. (6) Given the product [CH3:1][O:2][C:3]1[CH:4]=[CH:5][C:6]2[O:11][CH2:10][CH:9]([C:12]3[CH:17]=[CH:16][CH:15]=[CH:14][CH:13]=3)[N:8]([CH2:25][C:26]#[N:27])[C:7]=2[CH:18]=1, predict the reactants needed to synthesize it. The reactants are: [CH3:1][O:2][C:3]1[CH:4]=[CH:5][C:6]2[O:11][CH2:10][CH:9]([C:12]3[CH:17]=[CH:16][CH:15]=[CH:14][CH:13]=3)[NH:8][C:7]=2[CH:18]=1.C(=O)([O-])O.[K+].Br[CH2:25][C:26]#[N:27]. (7) Given the product [I:11][C:8]1[CH:9]=[CH:10][C:5]([C:3](=[O:4])[CH2:2][N:16]2[C:12](=[O:22])[C:13]3[C:14](=[CH:18][CH:19]=[CH:20][CH:21]=3)[C:15]2=[O:17])=[CH:6][CH:7]=1, predict the reactants needed to synthesize it. The reactants are: Br[CH2:2][C:3]([C:5]1[CH:10]=[CH:9][C:8]([I:11])=[CH:7][CH:6]=1)=[O:4].[C:12]1(=[O:22])[NH:16][C:15](=[O:17])[C:14]2=[CH:18][CH:19]=[CH:20][CH:21]=[C:13]12.[K]. (8) The reactants are: C([O:3][C:4](=[O:20])[C@@H:5]([O:18][CH3:19])[CH2:6][C:7]1[CH:12]=[CH:11][C:10]([O:13][CH2:14][CH2:15][CH2:16]Br)=[CH:9][CH:8]=1)C.[OH:21][C:22]1[CH:27]=[CH:26][C:25]([NH:28][C:29](=[O:38])[C:30]2[CH:35]=[CH:34][C:33]([O:36][CH3:37])=[CH:32][CH:31]=2)=[CH:24][CH:23]=1.[OH-].[Na+]. Given the product [CH3:19][O:18][C@@H:5]([CH2:6][C:7]1[CH:8]=[CH:9][C:10]([O:13][CH2:14][CH2:15][CH2:16][O:21][C:22]2[CH:23]=[CH:24][C:25]([NH:28][C:29](=[O:38])[C:30]3[CH:35]=[CH:34][C:33]([O:36][CH3:37])=[CH:32][CH:31]=3)=[CH:26][CH:27]=2)=[CH:11][CH:12]=1)[C:4]([OH:3])=[O:20], predict the reactants needed to synthesize it. (9) Given the product [CH:16]1([C:19]2[CH:24]=[C:23]([C:25]([O:27][CH3:28])=[O:26])[C:22]([O:6][S:7]([C:10]([F:11])([F:12])[F:13])(=[O:8])=[O:9])=[CH:21][C:20]=2[C:30]2[CH:31]=[CH:32][C:33]([F:36])=[CH:34][CH:35]=2)[CH2:18][CH2:17]1, predict the reactants needed to synthesize it. The reactants are: FC(F)(F)S([O:6][S:7]([C:10]([F:13])([F:12])[F:11])(=[O:9])=[O:8])(=O)=O.[CH:16]1([C:19]2[CH:24]=[C:23]([C:25]([O:27][CH3:28])=[O:26])[C:22](O)=[CH:21][C:20]=2[C:30]2[CH:35]=[CH:34][C:33]([F:36])=[CH:32][CH:31]=2)[CH2:18][CH2:17]1. (10) Given the product [Cl:1][C:2]1[CH:7]=[CH:6][C:5]([O:8][CH3:9])=[CH:4][C:3]=1[CH:10]([CH3:25])[C:11]([C:13]1[CH:14]=[CH:15][C:16]2[O:21][CH2:20][C:19](=[O:22])[N:18]([CH3:23])[C:17]=2[CH:24]=1)([OH:12])[C:27]([F:29])([F:28])[F:26], predict the reactants needed to synthesize it. The reactants are: [Cl:1][C:2]1[CH:7]=[CH:6][C:5]([O:8][CH3:9])=[CH:4][C:3]=1[CH:10]([CH3:25])[C:11]([C:13]1[CH:14]=[CH:15][C:16]2[O:21][CH2:20][C:19](=[O:22])[N:18]([CH3:23])[C:17]=2[CH:24]=1)=[O:12].[F:26][C:27]([Si](C)(C)C)([F:29])[F:28].[F-].C[N+](C)(C)C.[F-].C([N+](CCCC)(CCCC)CCCC)CCC.